From a dataset of Full USPTO retrosynthesis dataset with 1.9M reactions from patents (1976-2016). Predict the reactants needed to synthesize the given product. (1) Given the product [Cl:1][C:2]1[CH:3]=[CH:4][C:5]2[NH:11][C:10](=[S:38])[C@@H:9]([CH2:13][C:14]([O:16][CH2:17][CH3:18])=[O:15])[S:8][C@H:7]([C:19]3[C:27]4[O:26][CH2:25][CH2:24][C:23]=4[CH:22]=[CH:21][CH:20]=3)[C:6]=2[CH:28]=1, predict the reactants needed to synthesize it. The reactants are: [Cl:1][C:2]1[CH:3]=[CH:4][C:5]2[NH:11][C:10](=O)[C@@H:9]([CH2:13][C:14]([O:16][CH2:17][CH3:18])=[O:15])[S:8][C@H:7]([C:19]3[C:27]4[O:26][CH2:25][CH2:24][C:23]=4[CH:22]=[CH:21][CH:20]=3)[C:6]=2[CH:28]=1.COC1C=CC(P2(SP(C3C=CC(OC)=CC=3)(=S)S2)=[S:38])=CC=1. (2) The reactants are: [OH:1][CH2:2][C@H:3]1[NH:7][C:6](=[O:8])[CH2:5][CH2:4]1.[CH:9](=O)[C:10]1[CH:15]=[CH:14][CH:13]=[CH:12][CH:11]=1.O.C1(C)C=CC(S(O)(=O)=O)=CC=1. Given the product [C:10]1([C@@H:9]2[N:7]3[C:6](=[O:8])[CH2:5][CH2:4][C@H:3]3[CH2:2][O:1]2)[CH:15]=[CH:14][CH:13]=[CH:12][CH:11]=1, predict the reactants needed to synthesize it. (3) Given the product [CH2:1]([N:8]1[C:16]2[C:11](=[CH:12][CH:13]=[CH:14][C:15]=2[C:17]2[CH:22]=[CH:21][C:20]([F:23])=[C:19]([Cl:24])[CH:18]=2)[C:10]([C:25](=[O:31])[C:26]([OH:28])=[O:27])=[CH:9]1)[C:2]1[CH:7]=[CH:6][CH:5]=[CH:4][CH:3]=1, predict the reactants needed to synthesize it. The reactants are: [CH2:1]([N:8]1[C:16]2[C:11](=[CH:12][CH:13]=[CH:14][C:15]=2[C:17]2[CH:22]=[CH:21][C:20]([F:23])=[C:19]([Cl:24])[CH:18]=2)[C:10]([C:25](=[O:31])[C:26]([O:28]CC)=[O:27])=[CH:9]1)[C:2]1[CH:7]=[CH:6][CH:5]=[CH:4][CH:3]=1.[OH-].[K+].CCCCCC. (4) Given the product [CH2:50]([O:54][C:55]([N:57]1[CH2:58][CH2:59][N:60]([C:63](=[O:70])[C@@H:64]([NH:69][C:27]([C:18]2[CH:17]=[C:16]([O:15][CH2:14][C:13]([N:9]3[CH2:10][CH2:11][CH2:12][C@H:8]3[C:6](=[O:7])[NH:5][CH:1]3[CH2:4][CH2:3][CH2:2]3)=[O:30])[N:20]([C:21]3[CH:22]=[CH:23][CH:24]=[CH:25][CH:26]=3)[N:19]=2)=[O:29])[CH2:65][O:66][CH2:67][CH3:68])[CH2:61][CH2:62]1)=[O:56])[CH2:51][CH2:52][CH3:53], predict the reactants needed to synthesize it. The reactants are: [CH:1]1([NH:5][C:6]([C@@H:8]2[CH2:12][CH2:11][CH2:10][N:9]2[C:13](=[O:30])[CH2:14][O:15][C:16]2[N:20]([C:21]3[CH:26]=[CH:25][CH:24]=[CH:23][CH:22]=3)[N:19]=[C:18]([C:27]([OH:29])=O)[CH:17]=2)=[O:7])[CH2:4][CH2:3][CH2:2]1.C1C=NC2N(O)N=NC=2C=1.CCN(C(C)C)C(C)C.[CH2:50]([O:54][C:55]([N:57]1[CH2:62][CH2:61][N:60]([C:63](=[O:70])[C@@H:64]([NH2:69])[CH2:65][O:66][CH2:67][CH3:68])[CH2:59][CH2:58]1)=[O:56])[CH2:51][CH2:52][CH3:53]. (5) Given the product [F:35][C:30]1[CH:31]=[CH:32][CH:33]=[CH:34][C:29]=1[C:28]1[CH:27]=[C:26]2[C:17]([N:18]3[C:23]([CH2:24][O:25]2)=[N:22][NH:21][C:20](=[O:36])[C@H:19]3[CH3:37])=[CH:16][C:15]=1[C@H:13]([C:10]1([CH3:12])[CH2:11][NH:8][CH2:9]1)[CH3:14], predict the reactants needed to synthesize it. The reactants are: C(OC([N:8]1[CH2:11][C:10]([C@@H:13]([C:15]2[CH:16]=[C:17]3[C:26](=[CH:27][C:28]=2[C:29]2[CH:34]=[CH:33][CH:32]=[CH:31][C:30]=2[F:35])[O:25][CH2:24][C:23]2[N:18]3[C@H:19]([CH3:37])[C:20](=[O:36])[NH:21][N:22]=2)[CH3:14])([CH3:12])[CH2:9]1)=O)(C)(C)C. (6) Given the product [ClH:22].[F:1][C:2]1[CH:7]=[CH:6][C:5]2[NH:8][C:9]3[CH:16]=[CH:15][C:14]([CH3:17])=[CH:13][C:10]=3[C:11]([NH2:12])=[N:18][C:4]=2[CH:3]=1, predict the reactants needed to synthesize it. The reactants are: [F:1][C:2]1[CH:7]=[CH:6][C:5]([NH:8][C:9]2[CH:16]=[CH:15][C:14]([CH3:17])=[CH:13][C:10]=2[C:11]#[N:12])=[C:4]([N+:18]([O-])=O)[CH:3]=1.[Sn](Cl)[Cl:22].